From a dataset of Full USPTO retrosynthesis dataset with 1.9M reactions from patents (1976-2016). Predict the reactants needed to synthesize the given product. (1) Given the product [Br:25][C:2]1[CH:11]=[CH:10][C:9]([CH:12]2[CH2:14][CH2:13]2)=[CH:8][C:3]=1[C:4]([O:6][CH3:7])=[O:5], predict the reactants needed to synthesize it. The reactants are: N[C:2]1[CH:11]=[CH:10][C:9]([CH:12]2[CH2:14][CH2:13]2)=[CH:8][C:3]=1[C:4]([O:6][CH3:7])=[O:5].N([O-])=O.[Na+].C(OCC)(=O)C.[BrH:25]. (2) Given the product [CH:11]([NH:14][C:15]([C@H:17]1[CH2:18][CH2:19][C@@H:20]([NH:23][C:24]2[C:29]([N+:30]([O-:32])=[O:31])=[CH:28][N:27]=[C:26]([O:10][CH2:9][CH2:8][CH2:7][N:4]3[CH2:5][CH2:6][O:1][CH2:2][CH2:3]3)[CH:25]=2)[CH2:21][CH2:22]1)=[O:16])([CH3:13])[CH3:12], predict the reactants needed to synthesize it. The reactants are: [O:1]1[CH2:6][CH2:5][N:4]([CH2:7][CH2:8][CH2:9][OH:10])[CH2:3][CH2:2]1.[CH:11]([NH:14][C:15]([C@H:17]1[CH2:22][CH2:21][C@@H:20]([NH:23][C:24]2[C:29]([N+:30]([O-:32])=[O:31])=[CH:28][N:27]=[C:26](OCCOC)[CH:25]=2)[CH2:19][CH2:18]1)=[O:16])([CH3:13])[CH3:12]. (3) Given the product [C:19]12([N:34]([CH3:31])[C:14]3[C:15]4[CH2:16][CH2:17][N:8]([CH2:1][C:2]5[CH:7]=[CH:6][CH:5]=[CH:4][CH:3]=5)[CH2:9][C:10]=4[N:11]=[CH:12][N:13]=3)[CH2:20][CH:21]3[CH2:22][CH:23]([CH2:24][CH:25]([CH2:27]3)[CH2:26]1)[CH2:28]2, predict the reactants needed to synthesize it. The reactants are: [CH2:1]([N:8]1[CH2:17][CH2:16][C:15]2[C:14](Cl)=[N:13][CH:12]=[N:11][C:10]=2[CH2:9]1)[C:2]1[CH:7]=[CH:6][CH:5]=[CH:4][CH:3]=1.[C:19]12(CN)[CH2:28][CH:23]3[CH2:24][CH:25]([CH2:27][CH:21]([CH2:22]3)[CH2:20]1)[CH2:26]2.[CH:31]([N:34](CC)C(C)C)(C)C.C(#N)C. (4) Given the product [CH2:16]([NH:20][C:21]1[N:3]2[CH:4]=[CH:5][CH:6]=[CH:7][C:2]2=[N:1][C:8]=1[C:9]1[CH:14]=[CH:13][CH:12]=[CH:11][CH:10]=1)[CH2:17][CH2:18][CH3:19], predict the reactants needed to synthesize it. The reactants are: [NH2:1][C:2]1[CH:7]=[CH:6][CH:5]=[CH:4][N:3]=1.[CH:8](=O)[C:9]1[CH:14]=[CH:13][CH:12]=[CH:11][CH:10]=1.[CH2:16]([N+:20]#[C-:21])[CH2:17][CH2:18][CH3:19]. (5) Given the product [O:1]1[CH2:6][CH2:5][CH2:4][O:3][CH:2]1[C:7]1[C:8]2[N:9]([N:14]=[C:15]([C:17]([F:20])([F:19])[F:18])[CH:16]=2)[C:10]([CH:26]=[O:28])=[CH:11][CH:12]=1, predict the reactants needed to synthesize it. The reactants are: [O:1]1[CH2:6][CH2:5][CH2:4][O:3][CH:2]1[C:7]1[C:8]2[N:9]([N:14]=[C:15]([C:17]([F:20])([F:19])[F:18])[CH:16]=2)[C:10](I)=[CH:11][CH:12]=1.C([Li])CCC.[CH2:26]([O:28]C=O)C.[Cl-].[NH4+]. (6) Given the product [CH2:1]([O:8][C:9]([N:11]1[CH2:12][CH2:13][N:14]([C:17]2[C:22]([C:24]3[CH:25]=[C:26]4[C:30](=[CH:31][C:32]=3[O:33][CH2:34][C:35]3[CH:36]=[CH:37][CH:38]=[CH:39][CH:40]=3)[NH:29][CH:28]=[C:27]4[CH3:41])=[N:42][NH:19][CH:18]=2)[CH2:15][CH2:16]1)=[O:10])[C:2]1[CH:7]=[CH:6][CH:5]=[CH:4][CH:3]=1, predict the reactants needed to synthesize it. The reactants are: [CH2:1]([O:8][C:9]([N:11]1[CH2:16][CH2:15][N:14]([C:17]([C:22]([C:24]2[CH:25]=[C:26]3[C:30](=[CH:31][C:32]=2[O:33][CH2:34][C:35]2[CH:40]=[CH:39][CH:38]=[CH:37][CH:36]=2)[NH:29][CH:28]=[C:27]3[CH3:41])=O)=[CH:18][N:19](C)C)[CH2:13][CH2:12]1)=[O:10])[C:2]1[CH:7]=[CH:6][CH:5]=[CH:4][CH:3]=1.[NH2:42]N. (7) The reactants are: C([O:3][C:4]([C:6]1([C:9]2[CH:14]=[CH:13][C:12]([C:15]3[CH:20]=[CH:19][C:18]([C:21]4[O:25][N:24]=[C:23]([CH3:26])[C:22]=4[CH2:27][OH:28])=[CH:17][CH:16]=3)=[CH:11][CH:10]=2)[CH2:8][CH2:7]1)=[O:5])C.Br[CH2:30][C:31]1[CH:36]=[CH:35][CH:34]=[CH:33][C:32]=1[Cl:37]. Given the product [Cl:37][C:32]1[CH:33]=[CH:34][CH:35]=[CH:36][C:31]=1[CH2:30][O:28][CH2:27][C:22]1[C:23]([CH3:26])=[N:24][O:25][C:21]=1[C:18]1[CH:19]=[CH:20][C:15]([C:12]2[CH:11]=[CH:10][C:9]([C:6]3([C:4]([OH:3])=[O:5])[CH2:7][CH2:8]3)=[CH:14][CH:13]=2)=[CH:16][CH:17]=1, predict the reactants needed to synthesize it. (8) Given the product [CH3:1][O:2][C:3](=[O:21])[NH:4][C:5]1[CH:10]=[CH:9][C:8]2[N:11]([CH2:12][C@H:13]3[CH2:18][CH2:17][CH2:16][CH2:15][N:14]3[CH3:19])[C:22]([C:23]([CH3:28])([CH3:27])[CH3:24])=[N:20][C:7]=2[CH:6]=1, predict the reactants needed to synthesize it. The reactants are: [CH3:1][O:2][C:3](=[O:21])[NH:4][C:5]1[CH:10]=[CH:9][C:8]([NH:11][CH2:12][C@H:13]2[CH2:18][CH2:17][CH2:16][CH2:15][N:14]2[CH3:19])=[C:7]([NH2:20])[CH:6]=1.[CH3:22][C:23]([CH3:28])([CH3:27])[C:24](Cl)=O.